Dataset: Peptide-MHC class II binding affinity with 134,281 pairs from IEDB. Task: Regression. Given a peptide amino acid sequence and an MHC pseudo amino acid sequence, predict their binding affinity value. This is MHC class II binding data. (1) The peptide sequence is AAIHEMFVNTLVASS. The MHC is DRB1_1001 with pseudo-sequence DRB1_1001. The binding affinity (normalized) is 0.177. (2) The peptide sequence is KDDIFYYVYGLLHDP. The MHC is DRB1_1101 with pseudo-sequence DRB1_1101. The binding affinity (normalized) is 0.440. (3) The peptide sequence is GARYLEFEALGFLNE. The MHC is DRB1_1302 with pseudo-sequence DRB1_1302. The binding affinity (normalized) is 0.144. (4) The peptide sequence is ELYYAIHKASTVLAF. The MHC is DRB1_1001 with pseudo-sequence DRB1_1001. The binding affinity (normalized) is 0.796.